This data is from Full USPTO retrosynthesis dataset with 1.9M reactions from patents (1976-2016). The task is: Predict the reactants needed to synthesize the given product. (1) Given the product [CH3:13][N:2]1[N:3]=[N:4][C:5]([C:6]([O:8][CH2:9][CH3:10])=[O:7])=[N:1]1, predict the reactants needed to synthesize it. The reactants are: [N:1]1[NH:2][N:3]=[N:4][C:5]=1[C:6]([O:8][CH2:9][CH3:10])=[O:7].IC.[CH3:13]COC(C)=O. (2) The reactants are: [CH2:1]([C:3]1[C:8](=[O:9])[NH:7][C:6]([CH3:10])=[C:5]([C:11]2[O:15][C:14]([C:16]([OH:18])=O)=[CH:13][CH:12]=2)[CH:4]=1)[CH3:2].[F:19][C:20]1[CH:25]=[CH:24][C:23]([N:26]2[CH2:31][CH2:30][NH:29][CH2:28][CH2:27]2)=[CH:22][CH:21]=1. Given the product [CH2:1]([C:3]1[C:8](=[O:9])[NH:7][C:6]([CH3:10])=[C:5]([C:11]2[O:15][C:14]([C:16]([N:29]3[CH2:28][CH2:27][N:26]([C:23]4[CH:22]=[CH:21][C:20]([F:19])=[CH:25][CH:24]=4)[CH2:31][CH2:30]3)=[O:18])=[CH:13][CH:12]=2)[CH:4]=1)[CH3:2], predict the reactants needed to synthesize it. (3) Given the product [CH3:19][O:18][C:16]([C:15]1[CH:14]=[C:13]([CH:22]=[CH:21][CH:20]=1)[CH2:12][S:1][C:2]1[CH:3]=[C:4]([CH:8]=[CH:9][CH:10]=1)[C:5]([OH:7])=[O:6])=[O:17], predict the reactants needed to synthesize it. The reactants are: [SH:1][C:2]1[CH:3]=[C:4]([CH:8]=[CH:9][CH:10]=1)[C:5]([OH:7])=[O:6].Br[CH2:12][C:13]1[CH:14]=[C:15]([CH:20]=[CH:21][CH:22]=1)[C:16]([O:18][CH3:19])=[O:17].C([O-])([O-])=O.[K+].[K+]. (4) Given the product [OH:8][C:9]1[C:14]2[NH:15][C:16](=[O:19])[CH2:17][O:18][C:13]=2[C:12]([CH:20]([OH:24])[CH2:21][NH:32][C:29]2([CH2:28][C:27]3[CH:33]=[CH:34][CH:35]=[CH:36][C:26]=3[CH3:25])[CH2:31][CH2:30]2)=[CH:11][CH:10]=1, predict the reactants needed to synthesize it. The reactants are: C([O:8][C:9]1[C:14]2[NH:15][C:16](=[O:19])[CH2:17][O:18][C:13]=2[C:12]([C:20](=[O:24])[CH:21](O)O)=[CH:11][CH:10]=1)C1C=CC=CC=1.[CH3:25][C:26]1[CH:36]=[CH:35][CH:34]=[CH:33][C:27]=1[CH2:28][C:29]1([NH2:32])[CH2:31][CH2:30]1.FC(F)(F)C([O-])=O. (5) Given the product [CH3:15][C:16]1([CH3:40])[CH2:25][CH2:24][C:23]2[N:22]=[CH:21][N:20]=[C:19]([N:26]3[CH2:32][C:31]4[CH:33]=[C:34]([C:2]5[CH:3]=[C:4]6[N:10]=[C:9]([NH2:11])[S:8][C:5]6=[N:6][CH:7]=5)[CH:35]=[CH:36][C:30]=4[O:29][CH2:28][CH2:27]3)[C:18]=2[CH2:17]1, predict the reactants needed to synthesize it. The reactants are: Br[C:2]1[CH:3]=[C:4]2[N:10]=[C:9]([NH:11]C(=O)C)[S:8][C:5]2=[N:6][CH:7]=1.[CH3:15][C:16]1([CH3:40])[CH2:25][CH2:24][C:23]2[N:22]=[CH:21][N:20]=[C:19]([N:26]3[CH2:32][C:31]4[CH:33]=[C:34](B(O)O)[CH:35]=[CH:36][C:30]=4[O:29][CH2:28][CH2:27]3)[C:18]=2[CH2:17]1.